The task is: Predict the reactants needed to synthesize the given product.. This data is from Full USPTO retrosynthesis dataset with 1.9M reactions from patents (1976-2016). (1) Given the product [C:36]([C:35]1[C:38]([OH:42])=[CH:39][CH:40]=[CH:41][C:34]=1[O:33][CH2:32][CH2:31][CH2:30][CH2:29][NH:28][C:25](=[O:27])[CH2:24][CH2:23][C:11]1[CH:12]=[CH:13][C:14]([N:15]2[CH2:19][C:18](=[O:20])[NH:17][S:16]2(=[O:21])=[O:22])=[C:9]([OH:8])[CH:10]=1)#[N:37], predict the reactants needed to synthesize it. The reactants are: C([O:8][C:9]1[CH:10]=[C:11](/[CH:23]=[CH:24]/[C:25]([OH:27])=O)[CH:12]=[CH:13][C:14]=1[N:15]1[CH2:19][C:18](=[O:20])[NH:17][S:16]1(=[O:22])=[O:21])C1C=CC=CC=1.[NH2:28][CH2:29][CH2:30][CH2:31][CH2:32][O:33][C:34]1[CH:41]=[CH:40][CH:39]=[C:38]([O:42]CC2C=CC=CC=2)[C:35]=1[C:36]#[N:37]. (2) Given the product [CH2:2]([CH:6]1[CH2:11][CH2:10][CH2:9][N:8]([CH2:12][C@@H:13]2[CH2:18][CH2:17][CH2:16][CH2:15][C@H:14]2[NH:19][C:26](=[O:27])[C:25]2[CH:29]=[CH:30][C:22]([C:21]([F:32])([F:20])[F:31])=[N:23][CH:24]=2)[CH2:7]1)[CH2:3][CH2:4][CH3:5], predict the reactants needed to synthesize it. The reactants are: Cl.[CH2:2]([CH:6]1[CH2:11][CH2:10][CH2:9][N:8]([CH2:12][C@@H:13]2[CH2:18][CH2:17][CH2:16][CH2:15][C@H:14]2[NH2:19])[CH2:7]1)[CH2:3][CH2:4][CH3:5].[F:20][C:21]([F:32])([F:31])[C:22]1[CH:30]=[CH:29][C:25]([C:26](O)=[O:27])=[CH:24][N:23]=1.CN(C(ON1N=NC2C=CC=NC1=2)=[N+](C)C)C.F[P-](F)(F)(F)(F)F.C(N(C(C)C)CC)(C)C. (3) The reactants are: Br[C:2]1[CH:7]=[CH:6][C:5]([CH2:8][CH3:9])=[CH:4][CH:3]=1.[F:10][C:11]([F:22])([F:21])[C:12]1[CH:13]=[CH:14][C:15]([CH2:18][CH2:19][NH2:20])=[N:16][CH:17]=1. Given the product [CH2:8]([C:5]1[CH:6]=[CH:7][C:2]([NH:20][CH2:19][CH2:18][C:15]2[CH:14]=[CH:13][C:12]([C:11]([F:22])([F:10])[F:21])=[CH:17][N:16]=2)=[CH:3][CH:4]=1)[CH3:9], predict the reactants needed to synthesize it. (4) The reactants are: [NH:1]1[CH2:4][CH2:3][CH2:2]1.Cl[C:6]1[N:11]=[C:10]([NH:12][C:13]2[CH:14]=[C:15]([CH:18]=[CH:19][N:20]=2)[C:16]#[N:17])[CH:9]=[C:8]([CH:21]2[CH2:26][CH2:25][N:24]([CH:27]3[CH2:30][O:29][CH2:28]3)[CH2:23][CH2:22]2)[CH:7]=1. Given the product [N:1]1([C:6]2[N:11]=[C:10]([NH:12][C:13]3[CH:14]=[C:15]([CH:18]=[CH:19][N:20]=3)[C:16]#[N:17])[CH:9]=[C:8]([CH:21]3[CH2:22][CH2:23][N:24]([CH:27]4[CH2:30][O:29][CH2:28]4)[CH2:25][CH2:26]3)[CH:7]=2)[CH2:4][CH2:3][CH2:2]1, predict the reactants needed to synthesize it. (5) Given the product [CH3:4][C:2]([O:5][C:6]([NH:8][CH2:9][CH2:10][CH2:11][CH2:12][C@H:13]([NH:17][C:18]([O:20][C:21]([CH3:24])([CH3:23])[CH3:22])=[O:19])[C:14]([OH:16])=[O:15])=[O:7])([CH3:1])[CH3:3].[NH2:29][C@H:28]([C:27]([O:26][CH3:25])=[O:40])[CH2:30][C:31]1[C:39]2[C:34](=[CH:35][CH:36]=[CH:37][CH:38]=2)[NH:33][CH:32]=1, predict the reactants needed to synthesize it. The reactants are: [CH3:1][C:2]([O:5][C:6]([NH:8][CH2:9][CH2:10][CH2:11][CH2:12][C@H:13]([NH:17][C:18]([O:20][C:21]([CH3:24])([CH3:23])[CH3:22])=[O:19])[C:14]([OH:16])=[O:15])=[O:7])([CH3:4])[CH3:3].[CH3:25][O:26][C:27](=[O:40])[C@H:28]([CH2:30][C:31]1[C:39]2[C:34](=[CH:35][CH:36]=[CH:37][CH:38]=2)[NH:33][CH:32]=1)[NH2:29].OC1C2N=NNC=2C=CC=1.C1CCC(N=C=NC2CCCCC2)CC1. (6) Given the product [F:17][C:14]([F:15])([F:16])[C:11]1[CH:12]=[CH:13][C:6]2[O:5][CH2:4][C@H:2]([CH2:3][OH:1])[O:26][C:7]=2[CH:10]=1, predict the reactants needed to synthesize it. The reactants are: [O:1]1[CH2:3][C@@H:2]1[CH2:4][O:5][C:6]1[CH:13]=[CH:12][C:11]([C:14]([F:17])([F:16])[F:15])=[CH:10][C:7]=1C=O.C1C=C(Cl)C=C(C(OO)=[O:26])C=1.C([O-])(O)=O.[Na+]. (7) The reactants are: [C:1]([O:5][C:6]([NH:8][C@@H:9]1[CH2:13][CH2:12][C@:11]([CH2:17][CH2:18][O:19][CH3:20])([C:14]([OH:16])=O)[CH2:10]1)=[O:7])([CH3:4])([CH3:3])[CH3:2].Cl.Cl.[F:23][C:24]([F:38])([F:37])[C:25]1[CH:30]=[CH:29][N:28]=[C:27]([N:31]2[CH2:36][CH2:35][NH:34][CH2:33][CH2:32]2)[CH:26]=1.C(N(CC)CC)C.F[P-](F)(F)(F)(F)F.N1(OC(N(C)C)=[N+](C)C)C2C=CC=CC=2N=N1. Given the product [C:1]([O:5][C:6](=[O:7])[NH:8][C@@H:9]1[CH2:13][CH2:12][C@:11]([CH2:17][CH2:18][O:19][CH3:20])([C:14]([N:34]2[CH2:35][CH2:36][N:31]([C:27]3[CH:26]=[C:25]([C:24]([F:38])([F:23])[F:37])[CH:30]=[CH:29][N:28]=3)[CH2:32][CH2:33]2)=[O:16])[CH2:10]1)([CH3:2])([CH3:3])[CH3:4], predict the reactants needed to synthesize it. (8) Given the product [CH3:31][N:20]([CH:21]1[CH2:26][C:25]([CH3:28])([CH3:27])[NH:24][C:23]([CH3:30])([CH3:29])[CH2:22]1)[C:18]1[S:19][C:15]([C:4]2[CH:5]=[CH:6][C:7]([C:9]3[CH:10]=[N:11][N:12]([CH3:14])[CH:13]=3)=[CH:8][C:3]=2[OH:2])=[N:16][N:17]=1, predict the reactants needed to synthesize it. The reactants are: C[O:2][C:3]1[CH:8]=[C:7]([C:9]2[CH:10]=[N:11][N:12]([CH3:14])[CH:13]=2)[CH:6]=[CH:5][C:4]=1[C:15]1[S:19][C:18]([N:20]([CH3:31])[CH:21]2[CH2:26][C:25]([CH3:28])([CH3:27])[NH:24][C:23]([CH3:30])([CH3:29])[CH2:22]2)=[N:17][N:16]=1.C([O-])([O-])=O.[Na+].[Na+].C1(S)C=CC=CC=1. (9) Given the product [Cl:11][C:8]1[CH:9]=[CH:10][C:5]2[CH2:4][C:3](=[O:2])[NH:22][CH2:21][CH:12]([C:13]3[CH:18]=[CH:17][CH:16]=[CH:15][C:14]=3[O:19][CH3:20])[C:6]=2[CH:7]=1, predict the reactants needed to synthesize it. The reactants are: C[O:2][C:3](=O)[CH2:4][C:5]1[CH:10]=[CH:9][C:8]([Cl:11])=[CH:7][C:6]=1[CH:12]([C:21]#[N:22])[C:13]1[CH:18]=[CH:17][CH:16]=[CH:15][C:14]=1[O:19][CH3:20]. (10) The reactants are: C1(P(C2CCCCC2)[C:8]2[CH:13]=[CH:12][CH:11]=[CH:10][C:9]=2[C:14]2[C:19](OC)=[CH:18][CH:17]=[CH:16][C:15]=2OC)CCCCC1.[C:30]([O:34][C:35]([C:37]1[N:41](C2C=CC(Br)=CC=2)[N:40]=[N:39][C:38]=1[CH3:49])=[O:36])([CH3:33])([CH3:32])[CH3:31]. Given the product [C:30]([O:34][C:35]([C:37]1[N:41]=[N:40][N:39]([C:17]2[CH:16]=[CH:15][C:14]([CH:9]3[CH2:8][CH2:13][CH:12]([CH2:37][C:35]([O:34][CH2:30][CH3:31])=[O:36])[CH2:11][CH2:10]3)=[CH:19][CH:18]=2)[C:38]=1[CH3:49])=[O:36])([CH3:31])([CH3:32])[CH3:33], predict the reactants needed to synthesize it.